The task is: Predict the reactants needed to synthesize the given product.. This data is from Full USPTO retrosynthesis dataset with 1.9M reactions from patents (1976-2016). (1) Given the product [Br:4][C:5]1[CH:6]=[CH:7][C:8]2[N:9]([CH2:19][C:20]([CH3:1])([OH:29])[CH2:21][O:22][C:23]3[CH:24]=[CH:25][CH:26]=[CH:27][CH:28]=3)[C:10]3[C:15]([C:16]=2[CH:17]=1)=[CH:14][C:13]([Br:18])=[CH:12][CH:11]=3, predict the reactants needed to synthesize it. The reactants are: [CH3:1][Mg]Br.[Br:4][C:5]1[CH:6]=[CH:7][C:8]2[N:9]([CH2:19][C:20](=[O:29])[CH2:21][O:22][C:23]3[CH:28]=[CH:27][CH:26]=[CH:25][CH:24]=3)[C:10]3[C:15]([C:16]=2[CH:17]=1)=[CH:14][C:13]([Br:18])=[CH:12][CH:11]=3. (2) The reactants are: [CH2:1]([O:3][C:4](=[O:14])[CH2:5][NH:6][CH2:7][C:8]1[CH:13]=[CH:12][CH:11]=[CH:10][CH:9]=1)[CH3:2].C(N([CH2:20][CH3:21])CC)C. Given the product [CH2:1]([O:3][C:4](=[O:14])[CH2:5][C@@H:20]([N:6]([CH2:7][C:8]1[CH:13]=[CH:12][CH:11]=[CH:10][CH:9]=1)[CH2:5][C:4]([O:3][CH2:1][CH3:2])=[O:14])[CH3:21])[CH3:2], predict the reactants needed to synthesize it. (3) Given the product [CH3:61][C@H:59]1[O:60][C@@H:55]([CH3:54])[CH2:56][N:57]([CH2:50][C:44]2[CH:45]=[C:46]([OH:49])[CH:47]=[CH:48][C:43]=2[C:39]2[CH:40]=[CH:41][CH:42]=[C:37]([N:6]3[C:5]4[N:52]=[CH:53][C:2]([F:1])=[CH:3][C:4]=4[C:9](=[O:10])[N:8]([C@H:11]4[CH2:12][CH2:13][C@@H:14]([NH:17][CH2:25][C:26]5[N:27]=[C:28]6[CH:33]=[CH:32][C:31]([F:34])=[CH:30][N:29]6[CH:35]=5)[CH2:15][CH2:16]4)[C:7]3=[O:36])[CH:38]=2)[CH2:58]1, predict the reactants needed to synthesize it. The reactants are: [F:1][C:2]1[CH:53]=[N:52][C:5]2[N:6]([C:37]3[CH:38]=[C:39]([C:43]4[CH:48]=[CH:47][C:46]([OH:49])=[CH:45][C:44]=4[CH:50]=O)[CH:40]=[CH:41][CH:42]=3)[C:7](=[O:36])[N:8]([C@@H:11]3[CH2:16][CH2:15][C@H:14]([N:17]([CH2:25][C:26]4[N:27]=[C:28]5[CH:33]=[CH:32][C:31]([F:34])=[CH:30][N:29]5[CH:35]=4)C(=O)OC(C)(C)C)[CH2:13][CH2:12]3)[C:9](=[O:10])[C:4]=2[CH:3]=1.[CH3:54][C@H:55]1[O:60][C@@H:59]([CH3:61])[CH2:58][NH:57][CH2:56]1. (4) Given the product [CH2:24]([C@H:2]([NH:1][C:64](=[O:66])[C@H:59]([C:60]([CH3:63])([CH3:62])[CH3:61])[NH:58][C:55]([O:56][CH3:67])=[O:57])[CH2:3][C@H:4]([OH:23])[C@@H:5]([NH:13][C:14]([O:15][CH2:16][C:17]1[S:21][CH:20]=[N:19][CH:18]=1)=[O:22])[CH2:6][C:7]1[CH:12]=[CH:11][CH:10]=[CH:9][CH:8]=1)[C:25]1[CH:26]=[CH:27][CH:28]=[CH:29][CH:30]=1, predict the reactants needed to synthesize it. The reactants are: [NH2:1][C@@H:2]([CH2:24][C:25]1[CH:30]=[CH:29][CH:28]=[CH:27][CH:26]=1)[CH2:3][C@H:4]([OH:23])[C@@H:5]([NH:13][C:14](=[O:22])[O:15][CH2:16][C:17]1[S:21][CH:20]=[N:19][CH:18]=1)[CH2:6][C:7]1[CH:12]=[CH:11][CH:10]=[CH:9][CH:8]=1.Cl.CN(C)CCCN=C=NCC.ON1C2C=CC=CC=2N=N1.CN[C:55](=[O:57])[OH:56].[NH2:58][C@H:59]([C:64]([OH:66])=O)[C:60]([CH3:63])([CH3:62])[CH3:61].[CH3:67]N1CCOCC1.